This data is from NCI-60 drug combinations with 297,098 pairs across 59 cell lines. The task is: Regression. Given two drug SMILES strings and cell line genomic features, predict the synergy score measuring deviation from expected non-interaction effect. Drug 1: C1=CC(=CC=C1C#N)C(C2=CC=C(C=C2)C#N)N3C=NC=N3. Drug 2: C#CCC(CC1=CN=C2C(=N1)C(=NC(=N2)N)N)C3=CC=C(C=C3)C(=O)NC(CCC(=O)O)C(=O)O. Cell line: KM12. Synergy scores: CSS=48.2, Synergy_ZIP=-2.26, Synergy_Bliss=-5.57, Synergy_Loewe=-16.1, Synergy_HSA=1.19.